Dataset: Catalyst prediction with 721,799 reactions and 888 catalyst types from USPTO. Task: Predict which catalyst facilitates the given reaction. (1) Product: [O:8]1[C:7]2[CH:11]=[CH:12][C:4]([NH:1][C:2](=[O:3])[NH:13][CH:14]([CH2:22][NH:23][C:24]3[C:29]([CH2:30][CH3:31])=[C:28]([N:32]4[CH2:33][CH2:34][CH:35]([C:38]5[CH:47]=[CH:46][C:45]6[CH2:44][CH2:43][CH2:42][NH:41][C:40]=6[N:39]=5)[CH2:36][CH2:37]4)[N:27]=[CH:26][N:25]=3)[C:15]([O:17][C:18]([CH3:19])([CH3:21])[CH3:20])=[O:16])=[CH:5][C:6]=2[O:10][CH2:9]1. The catalyst class is: 7. Reactant: [N:1]([C:4]1[CH:12]=[CH:11][C:7]2[O:8][CH2:9][O:10][C:6]=2[CH:5]=1)=[C:2]=[O:3].[NH2:13][CH:14]([CH2:22][NH:23][C:24]1[C:29]([CH2:30][CH3:31])=[C:28]([N:32]2[CH2:37][CH2:36][CH:35]([C:38]3[CH:47]=[CH:46][C:45]4[CH2:44][CH2:43][CH2:42][NH:41][C:40]=4[N:39]=3)[CH2:34][CH2:33]2)[N:27]=[CH:26][N:25]=1)[C:15]([O:17][C:18]([CH3:21])([CH3:20])[CH3:19])=[O:16]. (2) Reactant: [C:1]1([C:11]2[CH:16]=[CH:15][CH:14]=[CH:13][CH:12]=2)[CH:6]=[CH:5][C:4]([CH2:7]C(O)=O)=[CH:3][CH:2]=1.[Cl:17][C:18]1[C:23]2[N:24]=[C:25]([CH3:27])[S:26][C:22]=2[CH:21]=[CH:20][C:19]=1[NH2:28].C(N(CC)CC)C.S(Cl)(Cl)=[O:37]. Product: [Cl:17][C:18]1[C:23]2[N:24]=[C:25]([CH3:27])[S:26][C:22]=2[CH:21]=[CH:20][C:19]=1[NH:28][C:7]([C:4]1[CH:3]=[CH:2][C:1]([C:11]2[CH:12]=[CH:13][CH:14]=[CH:15][CH:16]=2)=[CH:6][CH:5]=1)=[O:37]. The catalyst class is: 1. (3) Reactant: Cl[CH2:2][CH2:3][C:4]([C:10]1[CH:15]=[CH:14][CH:13]=[CH:12][CH:11]=1)([OH:9])[CH2:5][C:6]([CH3:8])=[CH2:7].[CH3:16][C:17]([NH2:21])([C:19]#[CH:20])[CH3:18].CCN(C(C)C)C(C)C. Product: [CH3:8][C:6](=[CH2:7])[CH2:5][C:4]([C:10]1[CH:15]=[CH:14][CH:13]=[CH:12][CH:11]=1)([OH:9])[CH2:3][CH2:2][NH:21][C:17]([CH3:18])([C:19]#[CH:20])[CH3:16]. The catalyst class is: 3. (4) Reactant: [N:1]1([C:7]([C:9]2[NH:13][N:12]=[C:11]3[C:14]4[CH:15]=[CH:16][CH:17]=[CH:18][C:19]=4[S:20](=[O:23])(=[O:22])[CH2:21][C:10]=23)=[O:8])[CH2:6][CH2:5][O:4][CH2:3][CH2:2]1.C(=O)([O-])[O-].[K+].[K+].[CH2:30](I)[CH3:31]. Product: [CH2:30]([N:12]1[C:11]2[C:14]3[CH:15]=[CH:16][CH:17]=[CH:18][C:19]=3[S:20](=[O:22])(=[O:23])[CH2:21][C:10]=2[C:9]([C:7]([N:1]2[CH2:6][CH2:5][O:4][CH2:3][CH2:2]2)=[O:8])=[N:13]1)[CH3:31]. The catalyst class is: 10. (5) Reactant: [S:1]([CH2:7][CH2:8][C:9]([OH:11])=[O:10])[CH2:2][CH2:3][C:4]([OH:6])=[O:5].[OH:12]OS([O-])=O.[K+].[OH2:18]. Product: [S:1]([CH2:7][CH2:8][C:9]([OH:11])=[O:10])([CH2:2][CH2:3][C:4]([OH:6])=[O:5])(=[O:12])=[O:18]. The catalyst class is: 1. (6) Reactant: N([O-])=O.[Na+].[C:5]([N:8]1[C:17]2[C:12](=[CH:13][C:14](N)=[CH:15][CH:16]=2)[C:11]([C:20]2[CH:25]=[CH:24][CH:23]=[CH:22][CH:21]=2)([CH3:19])[CH2:10][C:9]1([CH3:27])[CH3:26])(=[O:7])[CH3:6].S(=O)(=O)(O)O.[I-:33].[K+]. Product: [C:5]([N:8]1[C:17]2[C:12](=[CH:13][C:14]([I:33])=[CH:15][CH:16]=2)[C:11]([C:20]2[CH:25]=[CH:24][CH:23]=[CH:22][CH:21]=2)([CH3:19])[CH2:10][C:9]1([CH3:27])[CH3:26])(=[O:7])[CH3:6]. The catalyst class is: 229. (7) Reactant: [CH2:1]([NH:8][C:9](=[O:52])[CH2:10][CH2:11][C:12]#[C:13][C:14]1[CH:15]=[C:16]([C:22]([C:44]2[CH:49]=[CH:48][C:47]([O:50][CH3:51])=[CH:46][CH:45]=2)([C:36]2[CH:41]=[CH:40][C:39]([O:42][CH3:43])=[CH:38][CH:37]=2)[S:23][CH2:24][CH2:25][C:26](ON2C(=O)CCC2=O)=[O:27])[CH:17]=[CH:18][C:19]=1[O:20][CH3:21])[C:2]1[CH:7]=[CH:6][CH:5]=[CH:4][CH:3]=1.[NH2:53][CH2:54][CH2:55][CH2:56][O:57][CH2:58][CH2:59][O:60][CH2:61][CH2:62][O:63][CH2:64][CH2:65][CH2:66][NH:67][C:68]([C:70]1([F:78])[CH2:77][CH2:76][CH2:75][CH2:74][CH2:73][C:72]#[C:71]1)=[O:69].CCN(CC)CC. The catalyst class is: 2. Product: [CH2:1]([NH:8][C:9](=[O:52])[CH2:10][CH2:11][C:12]#[C:13][C:14]1[CH:15]=[C:16]([C:22]([C:36]2[CH:37]=[CH:38][C:39]([O:42][CH3:43])=[CH:40][CH:41]=2)([C:44]2[CH:49]=[CH:48][C:47]([O:50][CH3:51])=[CH:46][CH:45]=2)[S:23][CH2:24][CH2:25][C:26](=[O:27])[NH:53][CH2:54][CH2:55][CH2:56][O:57][CH2:58][CH2:59][O:60][CH2:61][CH2:62][O:63][CH2:64][CH2:65][CH2:66][NH:67][C:68]([C:70]2([F:78])[CH2:77][CH2:76][CH2:75][CH2:74][CH2:73][C:72]#[C:71]2)=[O:69])[CH:17]=[CH:18][C:19]=1[O:20][CH3:21])[C:2]1[CH:7]=[CH:6][CH:5]=[CH:4][CH:3]=1. (8) Reactant: [C:1]1([C:7]2[C:11]([C:12]([F:15])([F:14])[F:13])=[C:10]([C:16]([CH:18]3[CH2:27][CH2:26][C:25]4[C:20](=[CH:21][CH:22]=[C:23]([CH:28]=[CH2:29])[CH:24]=4)[C:19]3=O)=O)[O:9][N:8]=2)[CH:6]=[CH:5][CH:4]=[CH:3][CH:2]=1.CO.O.[NH2:34][NH2:35]. Product: [C:1]1([C:7]2[C:11]([C:12]([F:13])([F:15])[F:14])=[C:10]([C:16]3[NH:34][N:35]=[C:19]4[C:18]=3[CH2:27][CH2:26][C:25]3[CH:24]=[C:23]([CH:28]=[CH2:29])[CH:22]=[CH:21][C:20]4=3)[O:9][N:8]=2)[CH:2]=[CH:3][CH:4]=[CH:5][CH:6]=1. The catalyst class is: 12.